Dataset: Reaction yield outcomes from USPTO patents with 853,638 reactions. Task: Predict the reaction yield, written as a fraction of the theoretical maximum amount of product (1.0 means a 100% yield; for example, 0.34 means a 34% yield). (1) The catalyst is CN(C)C(=O)C. The yield is 0.950. The reactants are [NH2:1][C:2]1[S:3][C:4]2[C:10]([C:11]#[N:12])=[C:9]([O:13][C:14]3[CH:15]=[CH:16][C:17]([F:34])=[C:18]([NH:20][C:21](=[O:33])[CH2:22][C:23]4[CH:28]=[CH:27][CH:26]=[C:25]([C:29]([F:32])([F:31])[F:30])[CH:24]=4)[CH:19]=3)[CH:8]=[CH:7][C:5]=2[N:6]=1.N1C=CC=CC=1.[CH:41]1([C:44](Cl)=[O:45])[CH2:43][CH2:42]1.O. The product is [C:11]([C:10]1[C:4]2[S:3][C:2]([NH:1][C:44]([CH:41]3[CH2:43][CH2:42]3)=[O:45])=[N:6][C:5]=2[CH:7]=[CH:8][C:9]=1[O:13][C:14]1[CH:15]=[CH:16][C:17]([F:34])=[C:18]([NH:20][C:21](=[O:33])[CH2:22][C:23]2[CH:28]=[CH:27][CH:26]=[C:25]([C:29]([F:32])([F:30])[F:31])[CH:24]=2)[CH:19]=1)#[N:12]. (2) The reactants are Cl[C:2]1[CH:7]=[C:6]([CH3:8])[N:5]=[C:4]([NH2:9])[N:3]=1.CC1(C)C(C)(C)OB([C:18]2[CH:30]=[CH:29][C:21]3[N:22]=[C:23]([NH:25][C:26](=[O:28])[CH3:27])[S:24][C:20]=3[CH:19]=2)O1.C(=O)([O-])[O-].[Na+].[Na+]. The catalyst is C1C=CC([P]([Pd]([P](C2C=CC=CC=2)(C2C=CC=CC=2)C2C=CC=CC=2)([P](C2C=CC=CC=2)(C2C=CC=CC=2)C2C=CC=CC=2)[P](C2C=CC=CC=2)(C2C=CC=CC=2)C2C=CC=CC=2)(C2C=CC=CC=2)C2C=CC=CC=2)=CC=1.O1CCOCC1. The product is [NH2:9][C:4]1[N:3]=[C:2]([C:18]2[CH:30]=[CH:29][C:21]3[N:22]=[C:23]([NH:25][C:26](=[O:28])[CH3:27])[S:24][C:20]=3[CH:19]=2)[CH:7]=[C:6]([CH3:8])[N:5]=1. The yield is 0.670. (3) The reactants are [CH2:1]([O:8][C:9]1[CH:14]=[C:13]([N+:15]([O-])=O)[CH:12]=[C:11]([Br:18])[CH:10]=1)[C:2]1[CH:7]=[CH:6][CH:5]=[CH:4][CH:3]=1.O.O.Cl[Sn]Cl.C([O-])(O)=O.[Na+]. The catalyst is C1COCC1. The product is [CH2:1]([O:8][C:9]1[CH:14]=[C:13]([CH:12]=[C:11]([Br:18])[CH:10]=1)[NH2:15])[C:2]1[CH:3]=[CH:4][CH:5]=[CH:6][CH:7]=1. The yield is 0.970. (4) The reactants are [F:1][C:2]1[CH:3]=[C:4]([CH:14]([NH:16][C:17]([C:19]2[N:20]=[C:21](Cl)[O:22][CH:23]=2)=[O:18])[CH3:15])[CH:5]=[C:6]([F:13])[C:7]=1[NH:8][S:9]([CH3:12])(=[O:11])=[O:10].[CH2:25]([O:29][C:30]1[CH:35]=[CH:34][CH:33]=[CH:32][C:31]=1B(O)O)[CH2:26][CH2:27][CH3:28].C([O-])([O-])=O.[Na+].[Na+].C1(C)C=CC=CC=1. The catalyst is CCOC(C)=O.O.C1C=CC([P]([Pd]([P](C2C=CC=CC=2)(C2C=CC=CC=2)C2C=CC=CC=2)([P](C2C=CC=CC=2)(C2C=CC=CC=2)C2C=CC=CC=2)[P](C2C=CC=CC=2)(C2C=CC=CC=2)C2C=CC=CC=2)(C2C=CC=CC=2)C2C=CC=CC=2)=CC=1.C(O)C. The product is [F:1][C:2]1[CH:3]=[C:4]([CH:14]([NH:16][C:17]([C:19]2[N:20]=[C:21]([C:35]3[CH:34]=[CH:33][CH:32]=[CH:31][C:30]=3[O:29][CH2:25][CH2:26][CH2:27][CH3:28])[O:22][CH:23]=2)=[O:18])[CH3:15])[CH:5]=[C:6]([F:13])[C:7]=1[NH:8][S:9]([CH3:12])(=[O:11])=[O:10]. The yield is 0.390. (5) The catalyst is Cl.C(OCC)(=O)C. The reactants are C([Si](C)(C)[O:6][CH2:7][CH2:8][N:9]1[CH:13]=[CH:12][C:11]([NH:14][C:15](=[O:35])[CH:16]([C:24]2[CH:29]=[CH:28][C:27]([S:30]([CH3:33])(=[O:32])=[O:31])=[C:26]([Cl:34])[CH:25]=2)[CH2:17][CH:18]2[CH2:23][CH2:22][O:21][CH2:20][CH2:19]2)=[N:10]1)(C)(C)C.C(O)C. The product is [Cl:34][C:26]1[CH:25]=[C:24]([CH:16]([CH2:17][CH:18]2[CH2:23][CH2:22][O:21][CH2:20][CH2:19]2)[C:15]([NH:14][C:11]2[CH:12]=[CH:13][N:9]([CH2:8][CH2:7][OH:6])[N:10]=2)=[O:35])[CH:29]=[CH:28][C:27]=1[S:30]([CH3:33])(=[O:32])=[O:31]. The yield is 0.890. (6) The reactants are [Br:1][C:2]1[CH:3]=[CH:4][C:5]([OH:10])=[C:6]([CH:9]=1)[C:7]#[N:8].CN(C=O)C.C(=O)([O-])[O-].[K+].[K+].Br[CH:23]1[CH2:26][CH2:25][CH2:24]1. The catalyst is O. The product is [Br:1][C:2]1[CH:3]=[CH:4][C:5]([O:10][CH:23]2[CH2:26][CH2:25][CH2:24]2)=[C:6]([CH:9]=1)[C:7]#[N:8]. The yield is 0.770. (7) The reactants are [NH:1]1[C:9]2[C:4](=[CH:5][CH:6]=[CH:7][CH:8]=2)[CH:3]=[CH:2]1.Br[C:11]1[CH:15]=[CH:14][S:13][CH:12]=1.C(=O)([O-])[O-].[K+].[K+].CN1CCCC1=O. The catalyst is O. The product is [S:13]1[CH:14]=[CH:15][C:11]([N:1]2[C:9]3[C:4](=[CH:5][CH:6]=[CH:7][CH:8]=3)[CH:3]=[CH:2]2)=[CH:12]1. The yield is 0.640.